This data is from Forward reaction prediction with 1.9M reactions from USPTO patents (1976-2016). The task is: Predict the product of the given reaction. (1) Given the reactants [C:1]([N:8]1[CH:12]=[CH:11]N=[CH:9]1)([N:3]1C=CN=C1)=[S:2].N1CC[S:16][CH2:15]C1.N, predict the reaction product. The product is: [N:8]1([C:1](=[S:2])[NH2:3])[CH2:12][CH2:11][S:16][CH2:15][CH2:9]1. (2) Given the reactants [F:1][C:2]1[CH:3]=[C:4]([CH:6]=[C:7]([N:9]2[CH2:14][CH2:13][O:12][CH2:11][CH2:10]2)[CH:8]=1)[NH2:5].C(=O)(O)[O-].[Na+].Cl[C:21]([O:23][C:24]1[CH:29]=[CH:28][CH:27]=[CH:26][CH:25]=1)=[O:22], predict the reaction product. The product is: [C:24]1([O:23][C:21](=[O:22])[NH:5][C:4]2[CH:6]=[C:7]([N:9]3[CH2:14][CH2:13][O:12][CH2:11][CH2:10]3)[CH:8]=[C:2]([F:1])[CH:3]=2)[CH:29]=[CH:28][CH:27]=[CH:26][CH:25]=1. (3) Given the reactants Cl[C:2]1[N:3]=[C:4]([N:21]2[CH2:26][CH2:25][O:24][CH2:23][CH2:22]2)[C:5]2[S:10][C:9]([CH2:11][N:12]([CH3:20])[S:13]([CH2:16][CH2:17][CH2:18][Cl:19])(=[O:15])=[O:14])=[CH:8][C:6]=2[N:7]=1.CC1(C)C(C)(C)OB([C:35]2[CH:43]=[CH:42][CH:41]=[C:40]3[C:36]=2[CH:37]=[N:38][NH:39]3)O1, predict the reaction product. The product is: [NH:39]1[C:40]2[C:36](=[C:35]([C:2]3[N:3]=[C:4]([N:21]4[CH2:22][CH2:23][O:24][CH2:25][CH2:26]4)[C:5]4[S:10][C:9]([CH2:11][N:12]([CH3:20])[S:13]([CH2:16][CH2:17][CH2:18][Cl:19])(=[O:15])=[O:14])=[CH:8][C:6]=4[N:7]=3)[CH:43]=[CH:42][CH:41]=2)[CH:37]=[N:38]1. (4) Given the reactants [F:1][C:2]1[CH:11]=[CH:10][C:9]2[CH2:12][N:13](C(OCC3C=CC=CC=3)=O)[CH2:14][CH2:15][N:7]3[C:8]=2[C:3]=1[CH:4]1[CH2:28][CH2:27][CH2:26][CH:5]1[CH2:6]3.FC(F)(F)S(O)(=O)=O.C1(OC)C=CC=CC=1.[OH-].[Na+].C(Cl)[Cl:48], predict the reaction product. The product is: [ClH:48].[F:1][C:2]1[CH:11]=[CH:10][C:9]2[CH2:12][NH:13][CH2:14][CH2:15][N:7]3[C:8]=2[C:3]=1[CH:4]1[CH2:28][CH2:27][CH2:26][CH:5]1[CH2:6]3. (5) Given the reactants Br[C:2]1[CH:7]=[CH:6][N:5]2[C:8]([C:11]([NH:13][C:14]3[CH:22]=[CH:21][CH:20]=[C:19]4[C:15]=3[C:16]([CH2:31][CH3:32])=[N:17][N:18]4[CH2:23][C:24]3[CH:29]=[CH:28][CH:27]=[C:26]([CH3:30])[N:25]=3)=[O:12])=[CH:9][N:10]=[C:4]2[CH:3]=1.O1C=CC=C1P(C1OC=CC=1)C1OC=CC=1.[CH3:49][N:50]1[CH:54]=[CH:53][N:52]=[C:51]1[CH3:55].C([O-])([O-])=O.[K+].[K+], predict the reaction product. The product is: [CH3:49][N:50]1[C:54]([C:2]2[CH:7]=[CH:6][N:5]3[C:8]([C:11]([NH:13][C:14]4[CH:22]=[CH:21][CH:20]=[C:19]5[C:15]=4[C:16]([CH2:31][CH3:32])=[N:17][N:18]5[CH2:23][C:24]4[CH:29]=[CH:28][CH:27]=[C:26]([CH3:30])[N:25]=4)=[O:12])=[CH:9][N:10]=[C:4]3[CH:3]=2)=[CH:53][N:52]=[C:51]1[CH3:55]. (6) Given the reactants [F:1][C:2]1[CH:3]=[CH:4][C:5]([C:32]([F:35])([F:34])[F:33])=[C:6]([CH:31]=1)[C:7]([N:9]1[CH2:14][CH2:13][N:12]([C:15](=[O:30])[CH2:16][NH:17][CH2:18][C:19]2[CH:24]=[CH:23][C:22]([C:25]3[CH:29]=[CH:28][S:27][CH:26]=3)=[CH:21][CH:20]=2)[CH2:11][CH2:10]1)=[O:8].[ClH:36], predict the reaction product. The product is: [ClH:36].[F:1][C:2]1[CH:3]=[CH:4][C:5]([C:32]([F:33])([F:35])[F:34])=[C:6]([CH:31]=1)[C:7]([N:9]1[CH2:14][CH2:13][N:12]([C:15](=[O:30])[CH2:16][NH:17][CH2:18][C:19]2[CH:20]=[CH:21][C:22]([C:25]3[CH:29]=[CH:28][S:27][CH:26]=3)=[CH:23][CH:24]=2)[CH2:11][CH2:10]1)=[O:8]. (7) The product is: [CH:27]1([CH2:26][O:22][C:8]2([C:5]3[CH:4]=[CH:3][C:2]([F:1])=[CH:7][CH:6]=3)[CH2:13][CH2:12][C:11]([C:16]3[CH:17]=[CH:18][CH:19]=[CH:20][CH:21]=3)([C:14]#[N:15])[CH2:10][CH2:9]2)[CH2:29][CH2:28]1. Given the reactants [F:1][C:2]1[CH:7]=[CH:6][C:5]([C:8]2([OH:22])[CH2:13][CH2:12][C:11]([C:16]3[CH:21]=[CH:20][CH:19]=[CH:18][CH:17]=3)([C:14]#[N:15])[CH2:10][CH2:9]2)=[CH:4][CH:3]=1.[OH-].[K+].Br[CH2:26][CH:27]1[CH2:29][CH2:28]1.O, predict the reaction product. (8) Given the reactants [CH:1]1[CH:10]=[C:9]2C([O:13][C:14](=[O:15])[C:7]3=[C:8]2[C:3](=[CH:4][C:5]([Br:16])=[CH:6]3)[CH:2]=1)=O.[OH-].[Na+], predict the reaction product. The product is: [Br:16][C:5]1[CH:6]=[C:7]([C:14]([OH:15])=[O:13])[C:8]2[C:3]([CH:4]=1)=[CH:2][CH:1]=[CH:10][CH:9]=2. (9) Given the reactants [Cl:1][C:2]1[CH:7]=[C:6]([Cl:8])[CH:5]=[C:4]([Cl:9])[C:3]=1[C:10]1([C:13]#[N:14])[CH2:12][CH2:11]1.[H-].[H-].[H-].[H-].[Li+].[Al+3].[OH-].[Na+].[O-]S([O-])(=O)=O.[Na+].[Na+], predict the reaction product. The product is: [Cl:1][C:2]1[CH:7]=[C:6]([Cl:8])[CH:5]=[C:4]([Cl:9])[C:3]=1[C:10]1([CH2:13][NH2:14])[CH2:11][CH2:12]1.